Dataset: Forward reaction prediction with 1.9M reactions from USPTO patents (1976-2016). Task: Predict the product of the given reaction. (1) Given the reactants C(=O)(O)[O-].[Na+].[C:6](Cl)(Cl)=[S:7].[CH:10]1([C:13]2[C:22]3[C:17](=[CH:18][CH:19]=[CH:20][CH:21]=3)[C:16]([NH2:23])=[CH:15][CH:14]=2)[CH2:12][CH2:11]1, predict the reaction product. The product is: [CH:10]1([C:13]2[C:22]3[C:17](=[CH:18][CH:19]=[CH:20][CH:21]=3)[C:16]([N:23]=[C:6]=[S:7])=[CH:15][CH:14]=2)[CH2:12][CH2:11]1. (2) Given the reactants [Br:1][C:2]1[CH:7]=[CH:6][CH:5]=[CH:4][CH:3]=1.[CH3:8][C:9]1([CH3:16])[CH2:13][C:12](=[O:14])[O:11][C:10]1=[O:15].[Al], predict the reaction product. The product is: [Br:1][C:2]1[CH:7]=[CH:6][C:5]([C:12](=[O:14])[CH2:13][C:9]([CH3:16])([CH3:8])[C:10]([OH:15])=[O:11])=[CH:4][CH:3]=1. (3) Given the reactants [C:1]([O:4][CH2:5][C:6]1[N:11]=[C:10](O)[C:9]([CH:13]([CH3:15])[CH3:14])=[C:8]([CH3:16])[N:7]=1)(=[O:3])[CH3:2].P(Cl)(Cl)([Cl:19])=O, predict the reaction product. The product is: [C:1]([O:4][CH2:5][C:6]1[N:11]=[C:10]([Cl:19])[C:9]([CH:13]([CH3:15])[CH3:14])=[C:8]([CH3:16])[N:7]=1)(=[O:3])[CH3:2]. (4) Given the reactants [F:1][C:2]1[CH:3]=[C:4]([CH:14]=[CH:15][C:16]=1[N+:17]([O-])=O)[O:5][CH2:6][CH2:7][N:8]1[CH2:13][CH2:12][O:11][CH2:10][CH2:9]1.[H][H], predict the reaction product. The product is: [F:1][C:2]1[CH:3]=[C:4]([O:5][CH2:6][CH2:7][N:8]2[CH2:13][CH2:12][O:11][CH2:10][CH2:9]2)[CH:14]=[CH:15][C:16]=1[NH2:17]. (5) Given the reactants [NH2:1][C:2]1[C:23]([NH2:24])=[CH:22][C:5]2[CH2:6][C@@H:7]3[C:12]([CH3:14])([CH3:13])[C@:11]([CH3:15])([C:4]=2[CH:3]=1)[CH2:10][CH2:9][N:8]3[C:16](=[O:21])[C:17]([F:20])([F:19])[F:18].[C:25](O)(=O)[CH3:26], predict the reaction product. The product is: [F:19][C:17]([F:20])([F:18])[C:16]([N:8]1[CH2:9][CH2:10][C@:11]2([CH3:15])[C:12]([CH3:13])([CH3:14])[C@H:7]1[CH2:6][C:5]1[CH:22]=[C:23]3[N:24]=[C:25]([CH3:26])[NH:1][C:2]3=[CH:3][C:4]=12)=[O:21].